From a dataset of Full USPTO retrosynthesis dataset with 1.9M reactions from patents (1976-2016). Predict the reactants needed to synthesize the given product. (1) Given the product [Cl:1][C:2]1[CH:3]=[CH:4][C:5]([C:6]([CH3:35])([CH3:34])[C@@H:7]([C:10]([NH:12][C@H:13]([C:18]([N:20]([C@@H:22]([CH:31]([CH3:32])[CH3:33])/[CH:23]=[C:24](/[C:25]([OH:27])=[O:26])\[CH3:30])[CH3:21])=[O:19])[C:14]([CH3:17])([CH3:16])[CH3:15])=[O:11])[NH:8][CH3:9])=[CH:36][CH:37]=1, predict the reactants needed to synthesize it. The reactants are: [Cl:1][C:2]1[CH:37]=[CH:36][C:5]([C:6]([CH3:35])([CH3:34])[C@@H:7]([C:10]([NH:12][C@H:13]([C:18]([N:20]([C@@H:22]([CH:31]([CH3:33])[CH3:32])/[CH:23]=[C:24](\[CH3:30])/[C:25]([O:27]CC)=[O:26])[CH3:21])=[O:19])[C:14]([CH3:17])([CH3:16])[CH3:15])=[O:11])[NH:8][CH3:9])=[CH:4][CH:3]=1.[OH-].[Li+]. (2) Given the product [CH2:20]([O:1][C:2]1[CH:9]=[C:8]([N+:10]([O-:12])=[O:11])[CH:7]=[CH:6][C:3]=1[C:4]#[N:5])[CH3:21], predict the reactants needed to synthesize it. The reactants are: [OH:1][C:2]1[CH:9]=[C:8]([N+:10]([O-:12])=[O:11])[CH:7]=[CH:6][C:3]=1[C:4]#[N:5].C(=O)([O-])[O-].[K+].[K+].Br[CH2:20][CH3:21]. (3) Given the product [CH3:19][O:20][CH:21]1[CH2:25][CH2:24][N:23]([C:26]2[N:31]=[CH:30][C:29]([NH:32][C:12]([C:10]3[N:11]=[C:7]([C:1]4[CH:2]=[CH:3][CH:4]=[CH:5][CH:6]=4)[O:8][C:9]=3[C:15]([F:18])([F:17])[F:16])=[O:14])=[CH:28][CH:27]=2)[CH2:22]1, predict the reactants needed to synthesize it. The reactants are: [C:1]1([C:7]2[O:8][C:9]([C:15]([F:18])([F:17])[F:16])=[C:10]([C:12]([OH:14])=O)[N:11]=2)[CH:6]=[CH:5][CH:4]=[CH:3][CH:2]=1.[CH3:19][O:20][CH:21]1[CH2:25][CH2:24][N:23]([C:26]2[N:31]=[CH:30][C:29]([NH2:32])=[CH:28][CH:27]=2)[CH2:22]1. (4) The reactants are: C1(C)C=CC=CC=1.Br[C:9]1[CH:10]=[C:11]([CH:17]=[CH:18][CH:19]=1)[C:12]([O:14][CH2:15][CH3:16])=[O:13].[N+:20]([C:23]1[CH:29]=[CH:28][CH:27]=[CH:26][C:24]=1[NH2:25])([O-:22])=[O:21].C(=O)([O-])[O-].[Cs+].[Cs+]. Given the product [N+:20]([C:23]1[CH:29]=[CH:28][CH:27]=[CH:26][C:24]=1[NH:25][C:9]1[CH:10]=[C:11]([CH:17]=[CH:18][CH:19]=1)[C:12]([O:14][CH2:15][CH3:16])=[O:13])([O-:22])=[O:21], predict the reactants needed to synthesize it. (5) Given the product [NH2:12][C:9]1[S:10][CH:11]=[C:7]([C:5](=[O:6])[CH2:4][O:13][CH3:14])[N:8]=1, predict the reactants needed to synthesize it. The reactants are: COC(=O)[CH:4]([O:13][CH3:14])[C:5]([C:7]1[N:8]=[C:9]([NH2:12])[S:10][CH:11]=1)=[O:6].[OH-].[Na+].S(=O)(=O)(O)O.C(=O)(O)[O-].[Na+]. (6) Given the product [F:1][C:2]1[CH:7]=[C:6]([O:8][CH3:9])[C:5]([F:10])=[CH:4][C:3]=1[C:15]1[C:23]2[C:18](=[N:19][CH:20]=[N:21][C:22]=2[NH2:24])[N:17]([CH:25]([CH3:27])[CH3:26])[N:16]=1, predict the reactants needed to synthesize it. The reactants are: [F:1][C:2]1[CH:7]=[C:6]([O:8][CH3:9])[C:5]([F:10])=[CH:4][C:3]=1B(O)O.I[C:15]1[C:23]2[C:18](=[N:19][CH:20]=[N:21][C:22]=2[NH2:24])[N:17]([CH:25]([CH3:27])[CH3:26])[N:16]=1.C([O-])([O-])=O.[Na+].[Na+].